From a dataset of Catalyst prediction with 721,799 reactions and 888 catalyst types from USPTO. Predict which catalyst facilitates the given reaction. (1) Reactant: [NH:1]1[C:5]2=[CH:6][N:7]=[C:8]([C:10]([O:12][CH3:13])=[O:11])[CH:9]=[C:4]2[CH:3]=[N:2]1.[F:14][C:15]1[CH:22]=[CH:21][C:18]([CH2:19]Br)=[CH:17][CH:16]=1.C(=O)([O-])[O-].[K+].[K+].C(=O)(O)[O-].[Na+]. Product: [F:14][C:15]1[CH:22]=[CH:21][C:18]([CH2:19][N:1]2[C:5]3=[CH:6][N:7]=[C:8]([C:10]([O:12][CH3:13])=[O:11])[CH:9]=[C:4]3[CH:3]=[N:2]2)=[CH:17][CH:16]=1. The catalyst class is: 479. (2) Reactant: [CH2:1]([C:3]1[C:8]([N+:9]([O-])=O)=[CH:7][CH:6]=[C:5]([CH3:12])[C:4]=1[NH:13][C:14](=[O:20])[CH2:15][C:16]([CH3:19])([CH3:18])[CH3:17])[CH3:2]. Product: [NH2:9][C:8]1[C:3]([CH2:1][CH3:2])=[C:4]([NH:13][C:14](=[O:20])[CH2:15][C:16]([CH3:17])([CH3:19])[CH3:18])[C:5]([CH3:12])=[CH:6][CH:7]=1. The catalyst class is: 94.